From a dataset of NCI-60 drug combinations with 297,098 pairs across 59 cell lines. Regression. Given two drug SMILES strings and cell line genomic features, predict the synergy score measuring deviation from expected non-interaction effect. (1) Drug 1: C1=NC2=C(N=C(N=C2N1C3C(C(C(O3)CO)O)O)F)N. Drug 2: C1=NNC2=C1C(=O)NC=N2. Cell line: MDA-MB-435. Synergy scores: CSS=0.323, Synergy_ZIP=-0.373, Synergy_Bliss=0.179, Synergy_Loewe=-0.508, Synergy_HSA=-1.94. (2) Drug 1: C1=C(C(=O)NC(=O)N1)F. Drug 2: C1C(C(OC1N2C=NC(=NC2=O)N)CO)O. Cell line: SN12C. Synergy scores: CSS=18.9, Synergy_ZIP=-1.95, Synergy_Bliss=-3.54, Synergy_Loewe=-3.56, Synergy_HSA=-3.19. (3) Drug 1: CN(C)C1=NC(=NC(=N1)N(C)C)N(C)C. Drug 2: C1CNP(=O)(OC1)N(CCCl)CCCl. Cell line: HT29. Synergy scores: CSS=-9.68, Synergy_ZIP=2.16, Synergy_Bliss=-1.93, Synergy_Loewe=-8.13, Synergy_HSA=-8.03. (4) Drug 1: CC1=C(C=C(C=C1)NC(=O)C2=CC=C(C=C2)CN3CCN(CC3)C)NC4=NC=CC(=N4)C5=CN=CC=C5. Drug 2: COC1=C2C(=CC3=C1OC=C3)C=CC(=O)O2. Cell line: UACC-257. Synergy scores: CSS=1.02, Synergy_ZIP=-0.476, Synergy_Bliss=2.43, Synergy_Loewe=0.690, Synergy_HSA=1.96.